This data is from Reaction yield outcomes from USPTO patents with 853,638 reactions. The task is: Predict the reaction yield, written as a fraction of the theoretical maximum amount of product (1.0 means a 100% yield; for example, 0.34 means a 34% yield). (1) The reactants are [Cl:1][C:2]1[C:7]([C:8]2[C:9]([CH3:32])=[C:10]([CH2:22][N:23](C)[C:24](=O)OC(C)(C)C)[S:11][C:12]=2[S:13]([C:16]2[CH:21]=[CH:20][CH:19]=[CH:18][CH:17]=2)(=[O:15])=[O:14])=[CH:6][CH:5]=[CH:4][N:3]=1. The catalyst is C(OCC)(=O)C.C(O)C.C(OCC)(=O)C.Cl. The product is [ClH:1].[Cl:1][C:2]1[C:7]([C:8]2[C:9]([CH3:32])=[C:10]([CH2:22][NH:23][CH3:24])[S:11][C:12]=2[S:13]([C:16]2[CH:21]=[CH:20][CH:19]=[CH:18][CH:17]=2)(=[O:15])=[O:14])=[CH:6][CH:5]=[CH:4][N:3]=1. The yield is 0.830. (2) The reactants are [CH3:1][C:2]1[CH:7]=[CH:6][CH:5]=[CH:4][C:3]=1[N:8]1[C:12]2[CH:13]=[CH:14][CH:15]=[CH:16][C:11]=2[N:10]([CH2:17][CH2:18][N:19]2[CH2:24][CH2:23][N:22](C(OC(C)(C)C)=O)[CH2:21][CH2:20]2)[S:9]1(=[O:33])=[O:32].Cl. The catalyst is ClCCl.O1CCOCC1. The product is [CH3:1][C:2]1[CH:7]=[CH:6][CH:5]=[CH:4][C:3]=1[N:8]1[C:12]2[CH:13]=[CH:14][CH:15]=[CH:16][C:11]=2[N:10]([CH2:17][CH2:18][N:19]2[CH2:24][CH2:23][NH:22][CH2:21][CH2:20]2)[S:9]1(=[O:33])=[O:32]. The yield is 0.920. (3) The reactants are B(Cl)(Cl)Cl.C([O:12][N:13]1[C:19](=[O:20])[N:18]2[CH2:21][C@H:14]1[CH2:15][CH2:16][C@H:17]2[C:22]1[O:26][N:25]=[CH:24][N:23]=1)C1C=CC=CC=1. The catalyst is C(Cl)Cl. The product is [OH:12][N:13]1[C:19](=[O:20])[N:18]2[CH2:21][C@H:14]1[CH2:15][CH2:16][C@H:17]2[C:22]1[O:26][N:25]=[CH:24][N:23]=1. The yield is 0.980. (4) The reactants are [Br:1][C:2]1[S:3][CH:4]=[CH:5][C:6]=1[C:7]([OH:9])=[O:8].CN(C)C=O.[C:15](Cl)(=O)C(Cl)=O.C(N(CC)[CH:25]([CH3:27])[CH3:26])(C)C.CNN(NC)C1C=CN=CC=1. The catalyst is C(Cl)Cl.C(O)(C)(C)C. The product is [C:25]([O:8][C:7]([C:6]1[CH:5]=[CH:4][S:3][C:2]=1[Br:1])=[O:9])([CH3:27])([CH3:15])[CH3:26]. The yield is 0.450. (5) The reactants are [Cl:1][C:2]1[CH:3]=[C:4]2[C:9](=[CH:10][C:11]=1[O:12][C:13]1[CH:18]=[CH:17][C:16]([C:19](=[O:31])[NH:20][CH2:21][CH2:22][C:23]3[CH:28]=[C:27]([Cl:29])[CH:26]=[C:25]([Cl:30])[CH:24]=3)=[CH:15][CH:14]=1)[O:8][CH2:7][CH2:6][CH:5]2[C:32]([O:34]CC)=[O:33].[OH-].[Na+].C1COCC1.Cl. The catalyst is C(OCC)(=O)C.C(O)C. The product is [Cl:1][C:2]1[CH:3]=[C:4]2[C:9](=[CH:10][C:11]=1[O:12][C:13]1[CH:18]=[CH:17][C:16]([C:19](=[O:31])[NH:20][CH2:21][CH2:22][C:23]3[CH:24]=[C:25]([Cl:30])[CH:26]=[C:27]([Cl:29])[CH:28]=3)=[CH:15][CH:14]=1)[O:8][CH2:7][CH2:6][CH:5]2[C:32]([OH:34])=[O:33]. The yield is 0.828. (6) The reactants are CC(OC)(C)C.[NH2:7][CH2:8][C@@H:9]([NH:18][C:19]([C:21]1[S:22][C:23]([Cl:33])=[C:24]([C:26]2[N:30]([CH3:31])[N:29]=[CH:28][C:27]=2[Cl:32])[CH:25]=1)=[O:20])[CH2:10][C:11]1[CH:16]=[CH:15][CH:14]=[C:13]([F:17])[CH:12]=1.Cl.O1CCOCC1. The catalyst is C(#N)C. The product is [ClH:32].[NH2:7][CH2:8][C@@H:9]([NH:18][C:19]([C:21]1[S:22][C:23]([Cl:33])=[C:24]([C:26]2[N:30]([CH3:31])[N:29]=[CH:28][C:27]=2[Cl:32])[CH:25]=1)=[O:20])[CH2:10][C:11]1[CH:16]=[CH:15][CH:14]=[C:13]([F:17])[CH:12]=1. The yield is 0.736.